From a dataset of Full USPTO retrosynthesis dataset with 1.9M reactions from patents (1976-2016). Predict the reactants needed to synthesize the given product. (1) Given the product [O:27]=[C:18]1[CH:19]2[CH:24]([CH:23]=[CH:22][CH:21]=[CH:20]2)[C:25](=[O:26])[N:17]1[CH2:16][CH2:15][CH2:14][CH2:13][N:10]1[CH2:11][CH2:12][CH:7]([CH2:6][CH2:5][CH2:4][C:3]([NH2:29])=[O:2])[CH2:8][CH2:9]1, predict the reactants needed to synthesize it. The reactants are: C[O:2][C:3](=O)[CH2:4][CH2:5][CH2:6][CH:7]1[CH2:12][CH2:11][N:10]([CH2:13][CH2:14][CH2:15][CH2:16][N:17]2[C:25](=[O:26])[CH:24]3[CH:19]([CH:20]=[CH:21][CH:22]=[CH:23]3)[C:18]2=[O:27])[CH2:9][CH2:8]1.[NH3:29]. (2) Given the product [Cl:35][C:12]1[C:13](=[O:14])[N:9]([CH2:8][C:7]2[CH:24]=[CH:25][C:4]([O:3][CH:2]([F:26])[F:1])=[CH:5][CH:6]=2)[S:10](=[O:23])(=[O:22])[C:11]=1[C:16]1[CH:21]=[CH:20][CH:19]=[CH:18][CH:17]=1, predict the reactants needed to synthesize it. The reactants are: [F:1][CH:2]([F:26])[O:3][C:4]1[CH:25]=[CH:24][C:7]([CH2:8][N:9]2[C:13](=[O:14])[C:12](O)=[C:11]([C:16]3[CH:21]=[CH:20][CH:19]=[CH:18][CH:17]=3)[S:10]2(=[O:23])=[O:22])=[CH:6][CH:5]=1.CN(C=O)C.C(Cl)(=O)C([Cl:35])=O. (3) Given the product [CH:1]1[CH:2]=[CH:3][C:4]([C@@H:7]([N:15]2[CH2:20][CH2:19][N:18]([CH2:21][CH2:22][O:23][CH2:24][C:25]([OH:27])=[O:26])[CH2:17][CH2:16]2)[C:8]2[CH:9]=[CH:10][C:11]([Cl:14])=[CH:12][CH:13]=2)=[CH:5][CH:6]=1, predict the reactants needed to synthesize it. The reactants are: [CH:1]1[CH:2]=[CH:3][C:4]([C@@H:7]([N:15]2[CH2:20][CH2:19][N:18]([CH2:21][CH2:22][O:23][CH2:24][C:25]([OH:27])=[O:26])[CH2:17][CH2:16]2)[C:8]2[CH:9]=[CH:10][C:11]([Cl:14])=[CH:12][CH:13]=2)=[CH:5][CH:6]=1.Cl.Cl.[OH-].[Na+].[Si](O)(O)(O)O.C([O-])(=O)CCCCCCCCCCCCCCCCC.[Mg+2].C([O-])(=O)CCCCCCCCCCCCCCCCC. (4) Given the product [F:52][C:49]1[CH:50]=[CH:51][C:46]([C:13]2[CH:12]=[C:11]([CH3:15])[N:10]=[C:9]([C:7]3[CH2:6][CH2:5][C@:4]4([CH2:16][CH2:17][N:2]([CH3:1])[C:3]4=[O:18])[N:8]=3)[CH:14]=2)=[CH:47][CH:48]=1, predict the reactants needed to synthesize it. The reactants are: [CH3:1][N:2]1[CH2:17][CH2:16][C@@:4]2([N:8]=[C:7]([C:9]3[CH:14]=[CH:13][CH:12]=[C:11]([CH3:15])[N:10]=3)[CH2:6][CH2:5]2)[C:3]1=[O:18].C(C1C=CN=C(C2C=C(C(C)(C)C)C=CN=2)C=1)(C)(C)C.C(=O)([O-])[O-].[Na+].[Na+].Br[C:46]1[CH:51]=[CH:50][C:49]([F:52])=[CH:48][CH:47]=1.